Dataset: Experimentally validated miRNA-target interactions with 360,000+ pairs, plus equal number of negative samples. Task: Binary Classification. Given a miRNA mature sequence and a target amino acid sequence, predict their likelihood of interaction. (1) The miRNA is hsa-miR-4298 with sequence CUGGGACAGGAGGAGGAGGCAG. The protein sequence of the target gene is MAADLGPWNDTINGTWDGDELGYRCRFNEDFKYVLLPVSYGVVCVPGLCLNAVALYIFLCRLKTWNASTTYMFHLAVSDALYAASLPLLVYYYARGDHWPFSTVLCKLVRFLFYTNLYCSILFLTCISVHRCLGVLRPLRSLRWGRARYARRVAGAVWVLVLACQAPVLYFVTTSARGGRVTCHDTSAPELFSRFVAYSSVMLGLLFAVPFAVILVCYVLMARRLLKPAYGTSGGLPRAKRKSVRTIAVVLAVFALCFLPFHVTRTLYYSFRSLDLSCHTLNAINMAYKVTRPLASANSC.... Result: 1 (interaction). (2) The miRNA is rno-miR-125a-5p with sequence UCCCUGAGACCCUUUAACCUGUGA. The protein sequence of the target gene is MDAVLACRLRGRGNRVAALRPRPRPGGSAGPSPFALLCAGLSPEPRAGVGSEFPAWFLGGSSQRRNMALLGSRAELEADEDVFEDALETISISSHSDMATSSLHFASCDTQQAPRQRGASTVSSSSSTKVDLKSGLEECAVALNLFLSNKFTDALELLRPWAKESMYHALGYSTIVVLQAVLTFEQQDIQNGISAMKDALQTCQKYRKKYTVVESFSSLLSRGSLEQLSEEEMHAEICYAECLLQKAALTFVQDENMINFIKGGLKIRTSYQIYKECLSILHEIQKNKLQQEFFYEFEGG.... Result: 0 (no interaction). (3) Result: 0 (no interaction). The protein sequence of the target gene is MGSTLGCHRSIPRDPSDLSHNRKFSAACNFSNILVNQERLNINTATEEELMTLPGVTRAVARSIVEYREYIGGFKKVEDLALVSGVGATKLEQVKFEICVSSKGNSAQHSPSSLRRDLLAEQQPHHLTTTVPLTPRVNINTATLAQLMSVRGLSEKMALSIVDYRREHGPFRSVEDLVRMDGINAAFLDRIRHQVFAERSRPPSTHTNGGLTFTAKPHPSPTSLSLQSEDLDLPPGGPTQIISMRPSVEAFGGMRDGRPVFRLATWNLQGCSVEKANNPGVREVVCMTLLENSIKLLAVQ.... The miRNA is hsa-miR-6851-3p with sequence UGGCCCUUUGUACCCCUCCAG. (4) The miRNA is hsa-miR-1249-5p with sequence AGGAGGGAGGAGAUGGGCCAAGUU. The protein sequence of the target gene is MFSAGAESLLHQAREIQDEELRRFCSRVTKLLQEAPGPATVDALQRLFLIVSATKYPRRLEKMCVDLLQTTLCLPASPEQLQVLCAAILREMSPFNDLALSCDHTPNTRQLSLVASVLLAQGDRKGEIRCVSQRIFKILENRQPEGPSVRPLLPILSKVIGLAPGILMEDQTNLLSKRLVDWLRYASIQQGLPYSGGFFSTPRTRQPGPITEVDGAVASDFFTVLSTGQHFTEDQWVNMQAFSMLRKWLLHSGPEDPCSPDADDKSELEGSTLSVLSAASTASRLLPPRERLREVAFEYC.... Result: 0 (no interaction). (5) The miRNA is hsa-miR-1278 with sequence UAGUACUGUGCAUAUCAUCUAU. The protein sequence of the target gene is MAAAAASHLNLDALREVLECPICMESFTEEQLRPKLLHCGHTICRQCLEKLLASSINGVRCPFCSKITRITSLTQLTDNLTVLKIIDTAGLSEAVGLLMCRSCGRRLPRQFCRSCGLVLCEPCREADHQPPGHCTLPVKEAAEERRRDFGEKLTRLRELMGELQRRKAALEGVSKDLQARYKAVLQEYGHEERRVQDELARSRKFFTGSLAEVEKSNSQVVEEQSYLLNIAEVQAVSRCDYFLAKIKQADVALLEETADEEEPELTASLPRELTLQDVELLKVGHVGPLQIGQAVKKPRT.... Result: 0 (no interaction). (6) The miRNA is hsa-miR-2909 with sequence GUUAGGGCCAACAUCUCUUGG. The protein sequence of the target gene is MAPRDSAEPLPPLSPQAWAWSGKFLAMGALAGFSVLSLLTYGYLCWGQDLEEEGSLKAQVDERPEAGTAGTSQPHLIFILADDQGFRDVGYHGSEIKTPTLDKLAAEGVKLENYYVQPICTPSRSQFITGKYQIHTGLQHSIIRPTQPNCLPLDNATLPQKLKEVGYSTHMVGKWHLGFYRKDCMPTKRGFDTFFGSLLGSGDYYTHYKCDSPGVCGYDLYENDNAAWDYDNGIYSTQMYTQRVQQILATHDPTKPLFLYVAYQAVHSPLQAPGRYFEHYRSIININRRRYAAMLSCLDE.... Result: 0 (no interaction). (7) The miRNA is hsa-miR-5695 with sequence ACUCCAAGAAGAAUCUAGACAG. The protein sequence of the target gene is MVWDRQTKMEYEWKPDEQGLQQILQLLKESQSPDTTIQRTVQQKLEQLNQYPDFNNYLIFVLTKLKSEDEPTRSLSGLILKNNVKAHFQNFPNGVTDFIKSECLNNIGDSSPLIRATVGILITTIASKGELQNWPDLLPKLCSLLDSEDYNTCEGAFGALQKICEDSAEILDSDVLDRPLNIMIPKFLQFFKHSSPKIRSHAVACVNQFIISRTQALMLHIDSFIENLFALAGDEEAEVRKNVCRALVMLLEVRMDRLLPHMHNIVEYMLQRTQDQDENVALEACEFWLTLAEQPICKDV.... Result: 0 (no interaction). (8) The miRNA is hsa-miR-6764-3p with sequence UCUCUGGUCUUUCCUUGACAG. The protein sequence of the target gene is MDVFLMIRRHKTTIFTDAKESSTVFELKRIVEGILKRPPDEQRLYKDDQLLDDGKTLGECGFTSQTARPQAPATVGLAFRADDTFEALCIEPFSSPPELPDVMKPQDSGSSANEQAVQ. Result: 0 (no interaction).